The task is: Regression. Given a peptide amino acid sequence and an MHC pseudo amino acid sequence, predict their binding affinity value. This is MHC class I binding data.. This data is from Peptide-MHC class I binding affinity with 185,985 pairs from IEDB/IMGT. (1) The MHC is Patr-B0101 with pseudo-sequence Patr-B0101. The peptide sequence is WLSLLVPFV. The binding affinity (normalized) is 0.295. (2) The peptide sequence is SENEVKLTI. The MHC is HLA-B44:02 with pseudo-sequence HLA-B44:02. The binding affinity (normalized) is 1.00. (3) The peptide sequence is FLGKIWPSHK. The MHC is HLA-A24:02 with pseudo-sequence HLA-A24:02. The binding affinity (normalized) is 0. (4) The peptide sequence is ESPSSDEDY. The MHC is SLA-20401 with pseudo-sequence SLA-20401. The binding affinity (normalized) is 0.392. (5) The peptide sequence is KVYNGIFVDT. The MHC is HLA-A02:02 with pseudo-sequence HLA-A02:02. The binding affinity (normalized) is 0.565. (6) The peptide sequence is CLTFGRETV. The MHC is Patr-A0701 with pseudo-sequence Patr-A0701. The binding affinity (normalized) is 0.332. (7) The peptide sequence is DFPIFNQRY. The MHC is HLA-B58:01 with pseudo-sequence HLA-B58:01. The binding affinity (normalized) is 0.0847. (8) The peptide sequence is YMWLGARYL. The MHC is HLA-A02:17 with pseudo-sequence HLA-A02:17. The binding affinity (normalized) is 0.576. (9) The peptide sequence is FLCPTFTLK. The MHC is HLA-A68:02 with pseudo-sequence HLA-A68:02. The binding affinity (normalized) is 0.0847. (10) The peptide sequence is TMLVRQMTK. The MHC is HLA-B39:01 with pseudo-sequence HLA-B39:01. The binding affinity (normalized) is 0.0847.